This data is from M1 muscarinic receptor antagonist screen with 61,756 compounds. The task is: Binary Classification. Given a drug SMILES string, predict its activity (active/inactive) in a high-throughput screening assay against a specified biological target. The molecule is O(c1c2c(n(CC)c(=O)c1)cccc2)CC(=O)Nc1cc2OCCOc2cc1. The result is 0 (inactive).